This data is from Full USPTO retrosynthesis dataset with 1.9M reactions from patents (1976-2016). The task is: Predict the reactants needed to synthesize the given product. (1) Given the product [Br:1][C:2]1[CH:10]=[CH:9][C:5]([C:6]2[CH2:28][C:27]([C:25]3[CH:24]=[C:23]([Cl:33])[CH:22]=[C:21]([Cl:20])[CH:26]=3)([C:29]([F:30])([F:32])[F:31])[O:8][N:7]=2)=[CH:4][C:3]=1[CH3:11], predict the reactants needed to synthesize it. The reactants are: [Br:1][C:2]1[CH:10]=[CH:9][C:5]([CH:6]=[N:7][OH:8])=[CH:4][C:3]=1[CH3:11].C1C(=O)N(Cl)C(=O)C1.[Cl:20][C:21]1[CH:26]=[C:25]([C:27]([C:29]([F:32])([F:31])[F:30])=[CH2:28])[CH:24]=[C:23]([Cl:33])[CH:22]=1.CCN(CC)CC. (2) Given the product [N:30]1([CH2:29][CH2:28][O:27][C:24]2[CH:25]=[CH:26][C:21]([CH2:20][N:19]3[C:18]4[C:17]5[CH:36]=[CH:37][CH:38]=[CH:39][C:16]=5[S:15][CH2:14][CH2:13][C:12]=4[C:11]4[CH:40]=[C:7]([OH:6])[CH:8]=[CH:9][C:10]3=4)=[CH:22][CH:23]=2)[CH2:31][CH2:32][CH2:33][CH2:34][CH2:35]1, predict the reactants needed to synthesize it. The reactants are: C([Si](C)(C)[O:6][C:7]1[CH:8]=[CH:9][C:10]2[N:19]([CH2:20][C:21]3[CH:26]=[CH:25][C:24]([O:27][CH2:28][CH2:29][N:30]4[CH2:35][CH2:34][CH2:33][CH2:32][CH2:31]4)=[CH:23][CH:22]=3)[C:18]3[C:17]4[CH:36]=[CH:37][CH:38]=[CH:39][C:16]=4[S:15][CH2:14][CH2:13][C:12]=3[C:11]=2[CH:40]=1)(C)(C)C. (3) Given the product [NH2:1][C:2]1[CH:9]=[C:8]([O:10][CH3:11])[CH:7]=[CH:6][C:3]=1[CH:4]=[O:5], predict the reactants needed to synthesize it. The reactants are: [NH2:1][C:2]1[CH:9]=[C:8]([O:10][CH3:11])[CH:7]=[CH:6][C:3]=1[CH2:4][OH:5]. (4) Given the product [C:1]([OH:8])(=[O:7])/[CH:2]=[CH:3]/[C:4]([O-:6])=[O:5].[Na+:13], predict the reactants needed to synthesize it. The reactants are: [C:1]([OH:8])(=[O:7])/[CH:2]=[CH:3]/[C:4]([OH:6])=[O:5].C([O-])(=O)C.[Na+:13].